This data is from CYP2D6 inhibition data for predicting drug metabolism from PubChem BioAssay. The task is: Regression/Classification. Given a drug SMILES string, predict its absorption, distribution, metabolism, or excretion properties. Task type varies by dataset: regression for continuous measurements (e.g., permeability, clearance, half-life) or binary classification for categorical outcomes (e.g., BBB penetration, CYP inhibition). Dataset: cyp2d6_veith. The result is 1 (inhibitor). The molecule is CCN1CCC[C@H]1CNC(=O)c1c(O)c(Cl)cc(Cl)c1OC.